From a dataset of Reaction yield outcomes from USPTO patents with 853,638 reactions. Predict the reaction yield, written as a fraction of the theoretical maximum amount of product (1.0 means a 100% yield; for example, 0.34 means a 34% yield). (1) The catalyst is C(Cl)(F)(F)C(Cl)(Cl)F. The reactants are [C:1]([O-:4])([O-:3])=O.[C:5]([O-:8])([O-])=[O:6].OO.OO.OO.[Na+].[Na+].[Na+].[Na+].[F:19][C:20]([F:31])([C:27]([F:30])([F:29])[F:28])[C:21]([F:26])([F:25])C(Cl)=O. The product is [F:31][C:20]([F:19])([C:27]([F:28])([F:29])[F:30])[C:21]([F:25])([F:26])[C:1]([O:4][O:8][C:5](=[O:6])[C:21]([F:26])([F:25])[C:20]([F:31])([F:19])[C:27]([F:30])([F:29])[F:28])=[O:3]. The yield is 0.370. (2) The reactants are C([Li])CCC.C1[CH2:10][O:9]CC1.[CH3:11][O:12][C:13]1[CH:18]=[CH:17][CH:16]=[C:15]([Si:19]([CH3:22])([CH3:21])[CH3:20])[N:14]=1.Cl[Si:24]([CH3:27])([CH3:26])[CH3:25]. The catalyst is [Cl-].[Na+].O.CCCCCC.O. The product is [CH3:11][O:12][C:13]1[C:18]([CH:10]=[O:9])=[C:17]([Si:24]([CH3:27])([CH3:26])[CH3:25])[CH:16]=[C:15]([Si:19]([CH3:21])([CH3:20])[CH3:22])[N:14]=1. The yield is 0.390. (3) The reactants are [CH2:1]([O:8][C:9]1[C:18](=[O:19])[N:17]2[C:12]([C:13]([CH3:21])([CH3:20])[O:14][CH2:15][CH2:16]2)=[N:11][C:10]=1[C:22]([O:24]CC)=[O:23])[C:2]1[CH:7]=[CH:6][CH:5]=[CH:4][CH:3]=1.O[Li].O. The catalyst is C(O)C.O1CCCC1. The product is [CH2:1]([O:8][C:9]1[C:18](=[O:19])[N:17]2[C:12]([C:13]([CH3:21])([CH3:20])[O:14][CH2:15][CH2:16]2)=[N:11][C:10]=1[C:22]([OH:24])=[O:23])[C:2]1[CH:3]=[CH:4][CH:5]=[CH:6][CH:7]=1. The yield is 0.990. (4) The reactants are [S:1]1[CH:5]=[CH:4][N:3]=[C:2]1[C:6]1([OH:16])[CH2:15][CH2:14][C:9]2([O:13][CH2:12][CH2:11][O:10]2)[CH2:8][CH2:7]1.[Br:17]N1C(=O)CCC1=O. The catalyst is CN(C=O)C. The product is [Br:17][C:5]1[S:1][C:2]([C:6]2([OH:16])[CH2:7][CH2:8][C:9]3([O:13][CH2:12][CH2:11][O:10]3)[CH2:14][CH2:15]2)=[N:3][CH:4]=1. The yield is 0.850.